This data is from Full USPTO retrosynthesis dataset with 1.9M reactions from patents (1976-2016). The task is: Predict the reactants needed to synthesize the given product. (1) The reactants are: [F:1][C:2]1[CH:3]=[C:4]([C:12]2[C:13]3[CH2:20][CH2:19][CH:18]([CH2:21][C:22]([NH:24][CH3:25])=[O:23])[C:14]=3[CH:15]=[N:16][CH:17]=2)[CH:5]=[CH:6][C:7]=1[C:8]([F:11])([F:10])[F:9].[NH:26]1[CH:30]=[CH:29]C(N)=[N:27]1. Given the product [F:1][C:2]1[CH:3]=[C:4]([C:12]2[C:13]3[CH2:20][CH2:19][CH:18]([CH2:21][C:22]([NH:24][C:25]4[CH:29]=[CH:30][NH:26][N:27]=4)=[O:23])[C:14]=3[CH:15]=[N:16][CH:17]=2)[CH:5]=[CH:6][C:7]=1[C:8]([F:11])([F:9])[F:10], predict the reactants needed to synthesize it. (2) Given the product [F:14][C:12]1([F:13])[C:10]2([CH2:15][C@@H:16]([C:17](=[O:19])[NH:69][CH2:68][C:64]3[CH:63]=[C:62]([C:59]4[CH:60]=[N:61][C:56]([C:55]([F:71])([F:70])[F:54])=[CH:57][CH:58]=4)[N:67]=[CH:66][N:65]=3)[N:8]([C:6]([O:5][C:1]([CH3:3])([CH3:4])[CH3:2])=[O:7])[CH2:9]2)[CH2:11]1, predict the reactants needed to synthesize it. The reactants are: [C:1]([O:5][C:6]([N:8]1[C@H:16]([C:17]([OH:19])=O)[CH2:15][C:10]2([C:12]([F:14])([F:13])[CH2:11]2)[CH2:9]1)=[O:7])([CH3:4])([CH3:3])[CH3:2].CN(C(ON1N=NC2C=CC=NC1=2)=[N+](C)C)C.F[P-](F)(F)(F)(F)F.CCN(C(C)C)C(C)C.Cl.[F:54][C:55]([F:71])([F:70])[C:56]1[N:61]=[CH:60][C:59]([C:62]2[N:67]=[CH:66][N:65]=[C:64]([CH2:68][NH2:69])[CH:63]=2)=[CH:58][CH:57]=1. (3) Given the product [NH:20]1[C:28]2[C:23](=[C:24]([CH2:29][CH2:30][NH:31][C:2]3[CH:7]=[C:6]([C:8]4[CH:9]=[N:10][CH:11]=[CH:12][CH:13]=4)[N:5]=[C:4]([C:14]4[CH:19]=[CH:18][CH:17]=[CH:16][N:15]=4)[N:3]=3)[CH:25]=[CH:26][CH:27]=2)[CH:22]=[CH:21]1, predict the reactants needed to synthesize it. The reactants are: Cl[C:2]1[CH:7]=[C:6]([C:8]2[CH:9]=[N:10][CH:11]=[CH:12][CH:13]=2)[N:5]=[C:4]([C:14]2[CH:19]=[CH:18][CH:17]=[CH:16][N:15]=2)[N:3]=1.[NH:20]1[C:28]2[C:23](=[C:24]([CH2:29][CH2:30][NH2:31])[CH:25]=[CH:26][CH:27]=2)[CH:22]=[CH:21]1.C([O-])([O-])=O.[K+].[K+]. (4) The reactants are: [OH:1][CH2:2][C@@H:3]1[O:7][C:6](=[O:8])[N:5]([C:9]2[CH:10]=[CH:11][C:12]3[C:18](=[O:19])[CH2:17][CH2:16][S:15][CH2:14][C:13]=3[CH:20]=2)[CH2:4]1.C(N(CC)CC)C.[CH3:28][S:29](Cl)(=[O:31])=[O:30]. Given the product [O:8]=[C:6]1[N:5]([C:9]2[CH:10]=[CH:11][C:12]3[C:18](=[O:19])[CH2:17][CH2:16][S:15][CH2:14][C:13]=3[CH:20]=2)[CH2:4][C@H:3]([CH2:2][O:1][S:29]([CH3:28])(=[O:31])=[O:30])[O:7]1, predict the reactants needed to synthesize it. (5) Given the product [CH3:1][O:2][C:3](=[O:31])[CH:4]([C:5]1[CH:6]=[C:7]([C:21]2[CH:26]=[CH:25][C:24]([C:27]([F:30])([F:28])[F:29])=[CH:23][CH:22]=2)[N:8]=[C:9]([C:11]2[CH:12]=[CH:13][C:14]([C:17]([F:18])([F:19])[F:20])=[CH:15][CH:16]=2)[CH:10]=1)[CH2:45][C:44]([CH3:46])=[CH2:43], predict the reactants needed to synthesize it. The reactants are: [CH3:1][O:2][C:3](=[O:31])[CH2:4][C:5]1[CH:10]=[C:9]([C:11]2[CH:16]=[CH:15][C:14]([C:17]([F:20])([F:19])[F:18])=[CH:13][CH:12]=2)[N:8]=[C:7]([C:21]2[CH:26]=[CH:25][C:24]([C:27]([F:30])([F:29])[F:28])=[CH:23][CH:22]=2)[CH:6]=1.C[Si]([N-][Si](C)(C)C)(C)C.[K+].Br[CH2:43][C:44]([CH3:46])=[CH2:45]. (6) Given the product [Cl:1][C:12]1[C:13]2[C:8](=[CH:7][CH:6]=[CH:5][C:4]=2[O:3][CH3:2])[CH:9]=[CH:10][N:11]=1, predict the reactants needed to synthesize it. The reactants are: [ClH:1].[CH3:2][O:3][C:4]1[CH:5]=[CH:6][CH:7]=[C:8]2[C:13]=1[CH:12]=[N+:11]([O-])[CH:10]=[CH:9]2.